Binary Classification. Given a miRNA mature sequence and a target amino acid sequence, predict their likelihood of interaction. From a dataset of Experimentally validated miRNA-target interactions with 360,000+ pairs, plus equal number of negative samples. (1) The miRNA is mmu-miR-181c-3p with sequence ACCAUCGACCGUUGAGUGGACC. The protein sequence of the target gene is MFAIQPGLAEGGQFLGDPPPGLCQPELQPDSNSNFMASAKDANENWHGMPGRVEPILRRSSSESPSDNQAFQAPGSPEEGVRSPPEGAEIPGAEPEKMGGAGTVCSPLEDNGYASSSLSIDSRSSSPEPACGTPRGPGPPDPLLPSVAQAVQHLQVQERYKEQEKEKHHVHLVMYRRLALLQWIRGLQHQLIDQQARLQESFDTILDNRKELIRCLQQRAAPSRPQDQA. Result: 0 (no interaction). (2) The miRNA is hsa-miR-1250-5p with sequence ACGGUGCUGGAUGUGGCCUUU. The protein sequence of the target gene is MGEERWVSLTPEEFDQLQKYSEYSSKKIKDALTEFNEGGSLKQYDPHEPISYDVFKLFMRAYLEVDLPQPLSTHLFLAFSQKPRHETSDHPTEGASNSEANSADTNIQNADNATKADEACAPDTESNMAEKQAPAEDQVAATPLEPPVPRSSSSESPVVYLKDVVCYLSLLETGRPQDKLEFMFRLYDSDENGLLDQAEMDCIVNQMLHIAQYLEWDPTELRPILKEMLQGMDYDRDGFVSLQEWVHGGMTTIPLLVLLGMDDSGSKGDGRHAWTMKHFKKPTYCNFCHIMLMGVRKQGL.... Result: 0 (no interaction). (3) The miRNA is hsa-miR-125a-5p with sequence UCCCUGAGACCCUUUAACCUGUGA. The protein sequence of the target gene is MDEDEFELQPQEPNSFFDGIGADATHMDGDQIVVEIQEAVFVSNIVDSDITVHNFVPDDPDSVVIQDVVEDVVIEEDVQCSDILEEADVSENVIIPEQVLDSDVTEEVSLPHCTVPDDVLASDITSTSMSMPEHVLTSESMHVCDIGHVEHMVHDSVVEAEIITDPLTSDIVSEEVLVADCAPEAVIDASGISVDQQDNDKASCEDYLMISLDDAGKIEHDGSTGVTIDAESEMDPCKVDSTCPEVIKVYIFKADPGEDDLGGTVDIVESEPENDHGVELLDQNSSIRVPREKMVYMTVN.... Result: 0 (no interaction).